This data is from Forward reaction prediction with 1.9M reactions from USPTO patents (1976-2016). The task is: Predict the product of the given reaction. Given the reactants [N:1]1[CH:6]=[CH:5][C:4]([C:7]2[S:11][C:10]([C:12]([OH:14])=O)=[CH:9][CH:8]=2)=[CH:3][CH:2]=1.[N:15]1[CH:20]=[CH:19][C:18]([CH2:21][CH2:22][NH2:23])=[CH:17][CH:16]=1, predict the reaction product. The product is: [N:1]1[CH:2]=[CH:3][C:4]([C:7]2[S:11][C:10]([C:12]([NH:23][CH2:22][CH2:21][C:18]3[CH:19]=[CH:20][N:15]=[CH:16][CH:17]=3)=[O:14])=[CH:9][CH:8]=2)=[CH:5][CH:6]=1.